Dataset: Reaction yield outcomes from USPTO patents with 853,638 reactions. Task: Predict the reaction yield, written as a fraction of the theoretical maximum amount of product (1.0 means a 100% yield; for example, 0.34 means a 34% yield). (1) The reactants are C(OC([N:8]1[CH2:13][CH2:12][CH2:11][CH:10]([C:14]2[O:18][N:17]=[C:16]([C:19]3[CH:24]=[CH:23][C:22]([O:25][CH3:26])=[CH:21][CH:20]=3)[N:15]=2)[CH2:9]1)=O)(C)(C)C.[ClH:27]. No catalyst specified. The yield is 1.00. The product is [ClH:27].[CH3:26][O:25][C:22]1[CH:21]=[CH:20][C:19]([C:16]2[N:15]=[C:14]([CH:10]3[CH2:11][CH2:12][CH2:13][NH:8][CH2:9]3)[O:18][N:17]=2)=[CH:24][CH:23]=1. (2) The reactants are I[C:2]1[CH:7]=[CH:6][N:5]=[C:4]([N:8]2[C:12]([CH3:13])=[CH:11][C:10]([C:14]([NH2:16])=[O:15])=[N:9]2)[CH:3]=1.[CH3:17][C:18]1[O:22][N:21]=[C:20]([C@:23]([OH:27])([C:25]#[CH:26])[CH3:24])[CH:19]=1. No catalyst specified. The product is [OH:27][C@:23]([C:20]1[CH:19]=[C:18]([CH3:17])[O:22][N:21]=1)([CH3:24])[C:25]#[C:26][C:2]1[CH:7]=[CH:6][N:5]=[C:4]([N:8]2[C:12]([CH3:13])=[CH:11][C:10]([C:14]([NH2:16])=[O:15])=[N:9]2)[CH:3]=1. The yield is 0.130. (3) The reactants are [CH3:1][O:2][C:3]1[CH:8]=[CH:7][C:6]([C:9](O)=[CH:10][C:11]2[N:20]=[CH:19][CH:18]=[CH:17][C:12]=2[C:13]([NH:15]C)=[O:14])=[CH:5][CH:4]=1.N. The catalyst is O1CCOCC1. The product is [CH3:1][O:2][C:3]1[CH:8]=[CH:7][C:6]([C:9]2[NH:15][C:13](=[O:14])[C:12]3[CH:17]=[CH:18][CH:19]=[N:20][C:11]=3[CH:10]=2)=[CH:5][CH:4]=1. The yield is 0.730. (4) The reactants are CC([O-])(C)C.[K+].CC(O)(C)C.[CH2:12]([O:14][C:15]1[CH:16]=[C:17]([C:23](=[O:29])[CH2:24][S:25]([CH3:28])(=[O:27])=[O:26])[CH:18]=[CH:19][C:20]=1[O:21][CH3:22])[CH3:13].[H][H]. The catalyst is CC(O)C. The product is [CH2:12]([O:14][C:15]1[CH:16]=[C:17]([C@@H:23]([OH:29])[CH2:24][S:25]([CH3:28])(=[O:27])=[O:26])[CH:18]=[CH:19][C:20]=1[O:21][CH3:22])[CH3:13]. The yield is 0.520. (5) The catalyst is C(O)C.O. The reactants are [NH:1]1[C:9]2[C:4](=[CH:5][CH:6]=[CH:7][CH:8]=2)[C:3]([CH2:10][C:11]([C:13]2[CH:18]=[CH:17][CH:16]=[CH:15][CH:14]=2)=O)=[CH:2]1.Cl.[NH2:20][OH:21].C([O-])(=O)C.[K+]. The yield is 0.900. The product is [NH:1]1[C:9]2[C:4](=[CH:5][CH:6]=[CH:7][CH:8]=2)[C:3]([CH2:10][C:11]([C:13]2[CH:18]=[CH:17][CH:16]=[CH:15][CH:14]=2)=[N:20][OH:21])=[CH:2]1.